Dataset: Reaction yield outcomes from USPTO patents with 853,638 reactions. Task: Predict the reaction yield, written as a fraction of the theoretical maximum amount of product (1.0 means a 100% yield; for example, 0.34 means a 34% yield). (1) The reactants are [OH:1][C@H:2]1[CH2:10][C:9]2[C:4](=[CH:5][CH:6]=[CH:7][CH:8]=2)[C@H:3]1[NH:11][C:12](=[O:18])[O:13][C:14]([CH3:17])([CH3:16])[CH3:15].[O-2].[Ba+2].[OH-].[Ba+2].[OH-].I[CH3:25]. The catalyst is CN(C=O)C. The product is [CH3:25][O:1][C@H:2]1[CH2:10][C:9]2[C:4](=[CH:5][CH:6]=[CH:7][CH:8]=2)[C@H:3]1[NH:11][C:12](=[O:18])[O:13][C:14]([CH3:15])([CH3:17])[CH3:16]. The yield is 0.250. (2) The yield is 0.900. The product is [NH2:1][C:2]1[N:7]=[C:6]([NH2:8])[C:5]([C:20]#[C:19][CH:18]([O:21][CH3:22])[C:16]2[CH:15]=[C:14]([O:23][CH3:24])[C:13]([O:25][CH3:26])=[C:12]([O:11][CH3:10])[CH:17]=2)=[CH:4][N:3]=1. No catalyst specified. The reactants are [NH2:1][C:2]1[N:7]=[C:6]([NH2:8])[C:5](I)=[CH:4][N:3]=1.[CH3:10][O:11][C:12]1[CH:17]=[C:16]([CH:18]([O:21][CH3:22])[C:19]#[CH:20])[CH:15]=[C:14]([O:23][CH3:24])[C:13]=1[O:25][CH3:26].